Dataset: Full USPTO retrosynthesis dataset with 1.9M reactions from patents (1976-2016). Task: Predict the reactants needed to synthesize the given product. (1) The reactants are: Cl[C:2]1[N:11]=[C:10]2[C:5]([C:6](=[O:21])[C:7]([C:16]([O:18]CC)=[O:17])=[CH:8][N:9]2[C:12]([CH3:15])([CH3:14])[CH3:13])=[CH:4][C:3]=1[F:22].[CH:23]1([NH:26][CH2:27][C@@H:28]2[C@H:32]([F:33])[CH2:31][NH:30][CH2:29]2)[CH2:25][CH2:24]1.N12CCCN=C1CCCCC2. Given the product [CH:23]1([NH:26][CH2:27][C@@H:28]2[C@H:32]([F:33])[CH2:31][N:30]([C:2]3[N:11]=[C:10]4[C:5]([C:6](=[O:21])[C:7]([C:16]([OH:18])=[O:17])=[CH:8][N:9]4[C:12]([CH3:13])([CH3:14])[CH3:15])=[CH:4][C:3]=3[F:22])[CH2:29]2)[CH2:25][CH2:24]1, predict the reactants needed to synthesize it. (2) Given the product [Cl:1][C:2]1[CH:3]=[C:4]2[C:12](=[C:13]([N+:16]([O-:18])=[O:17])[C:14]=1[S:25][CH3:24])[NH:11][C:10]1[CH:9]=[N:8][CH:7]=[CH:6][C:5]2=1, predict the reactants needed to synthesize it. The reactants are: [Cl:1][C:2]1[CH:3]=[C:4]2[C:12](=[C:13]([N+:16]([O-:18])=[O:17])[C:14]=1F)[NH:11][C:10]1[CH:9]=[N:8][CH:7]=[CH:6][C:5]2=1.CN(C=O)C.[CH3:24][S-:25].[Na+]. (3) Given the product [Cl:6][C:7]1[N:12]=[CH:11][N:10]=[C:9]([C:13]([Cl:20])=[O:15])[CH:8]=1, predict the reactants needed to synthesize it. The reactants are: CN(C=O)C.[Cl:6][C:7]1[N:12]=[CH:11][N:10]=[C:9]([C:13]([OH:15])=O)[CH:8]=1.C(Cl)(C([Cl:20])=O)=O. (4) The reactants are: [OH:1][CH2:2][CH2:3][NH:4][C:5]1([C:8]([O:10][CH2:11][CH3:12])=[O:9])[CH2:7][CH2:6]1.C1N=CN([C:18](N2C=NC=C2)=[O:19])C=1. Given the product [O:19]=[C:18]1[N:4]([C:5]2([C:8]([O:10][CH2:11][CH3:12])=[O:9])[CH2:7][CH2:6]2)[CH2:3][CH2:2][O:1]1, predict the reactants needed to synthesize it. (5) Given the product [NH2:1][C:2]1[C:3]([C:20]2[O:24][C:23]([NH:25][C:26]([CH:28]3[CH2:33][CH2:32][CH2:31][CH2:30][NH:29]3)=[O:27])=[N:22][N:21]=2)=[N:4][C:5]([C:8]2[CH:13]=[CH:12][C:11]([S:14]([CH:17]([CH3:18])[CH3:19])(=[O:15])=[O:16])=[CH:10][CH:9]=2)=[CH:6][N:7]=1, predict the reactants needed to synthesize it. The reactants are: [NH2:1][C:2]1[C:3]([C:20]2[O:24][C:23]([NH:25][C:26]([C@@H:28]3[C@H:33]4C[C@H:30]([CH2:31][CH2:32]4)[NH:29]3)=[O:27])=[N:22][N:21]=2)=[N:4][C:5]([C:8]2[CH:13]=[CH:12][C:11]([S:14]([CH:17]([CH3:19])[CH3:18])(=[O:16])=[O:15])=[CH:10][CH:9]=2)=[CH:6][N:7]=1.NC1C(C2OC(NC([C@@H]3CCCN3)=O)=NN=2)=NC(C2C=CC(S(C(C)C)(=O)=O)=CC=2)=CN=1. (6) Given the product [CH3:47][O:48][NH:49][C:43]([CH:9]1[CH2:10][CH:11]([N:13]([C:15]2[S:16][C:17](=[CH:21][C:22]3[CH:23]=[C:24]4[C:28](=[CH:29][CH:30]=3)[N:27]([CH2:31][C:32]3[CH:37]=[CH:36][C:35]([Cl:38])=[CH:34][C:33]=3[C:39]([F:41])([F:40])[F:42])[N:26]=[CH:25]4)[C:18](=[O:20])[N:19]=2)[CH3:14])[CH2:12][NH:8]1)=[O:44], predict the reactants needed to synthesize it. The reactants are: C(OC([N:8]1[CH2:12][CH:11]([N:13]([C:15]2[S:16][C:17](=[CH:21][C:22]3[CH:23]=[C:24]4[C:28](=[CH:29][CH:30]=3)[N:27]([CH2:31][C:32]3[CH:37]=[CH:36][C:35]([Cl:38])=[CH:34][C:33]=3[C:39]([F:42])([F:41])[F:40])[N:26]=[CH:25]4)[C:18](=[O:20])[N:19]=2)[CH3:14])[CH2:10][CH:9]1[C:43](O)=[O:44])=O)(C)(C)C.Cl.[CH3:47][O:48][NH2:49].CCN=C=NCCCN(C)C.Cl.CCN(C(C)C)C(C)C. (7) Given the product [F:1][C:2]1[CH:7]=[C:6]([C:8]2[CH:16]=[C:15]3[C:11]([C:12]([C:17]4[NH:18][C:19]5[CH2:24][CH2:23][N:22]([CH2:37][C:36]6[CH:39]=[CH:40][CH:41]=[C:34]([O:33][CH3:32])[CH:35]=6)[CH2:21][C:20]=5[N:25]=4)=[N:13][NH:14]3)=[CH:10][CH:9]=2)[C:5]([CH2:26][C:27]([F:28])([F:29])[F:30])=[CH:4][C:3]=1[OH:31], predict the reactants needed to synthesize it. The reactants are: [F:1][C:2]1[CH:7]=[C:6]([C:8]2[CH:16]=[C:15]3[C:11]([C:12]([C:17]4[NH:18][C:19]5[CH2:24][CH2:23][NH:22][CH2:21][C:20]=5[N:25]=4)=[N:13][NH:14]3)=[CH:10][CH:9]=2)[C:5]([CH2:26][C:27]([F:30])([F:29])[F:28])=[CH:4][C:3]=1[OH:31].[CH3:32][O:33][C:34]1[CH:35]=[C:36]([CH:39]=[CH:40][CH:41]=1)[CH:37]=O.